Task: Predict which catalyst facilitates the given reaction.. Dataset: Catalyst prediction with 721,799 reactions and 888 catalyst types from USPTO (1) Reactant: Br[C:2]1[C:3]([O:14][CH3:15])=[CH:4][N:5]=[C:6]2[C:11]=1[N:10]=[C:9]([O:12][CH3:13])[CH:8]=[CH:7]2.C(=O)([O-])O.[Na+].[H][H]. Product: [CH3:13][O:12][C:9]1[CH:8]=[CH:7][C:6]2[C:11](=[CH:2][C:3]([O:14][CH3:15])=[CH:4][N:5]=2)[N:10]=1. The catalyst class is: 19. (2) Reactant: [ClH:1].[CH3:2][C:3]1[CH:8]=[CH:7][C:6]([C:9]2[CH:14]=[CH:13][C:12]([CH2:15][C@H:16]([NH:31][C:32]([C@H:34]3[CH2:39][CH2:38][C@H:37]([CH2:40][NH:41]C(=O)OC(C)(C)C)[CH2:36][CH2:35]3)=[O:33])[C:17](=[O:30])[NH:18][C:19]3[CH:24]=[CH:23][C:22]([C:25]4[N:26]=[N:27][NH:28][N:29]=4)=[CH:21][CH:20]=3)=[CH:11][CH:10]=2)=[CH:5][C:4]=1[NH:49][C:50]([CH:52]1[CH2:57][CH2:56][O:55][CH2:54][CH2:53]1)=[O:51]. Product: [ClH:1].[NH2:41][CH2:40][C@H:37]1[CH2:36][CH2:35][C@H:34]([C:32]([NH:31][C@H:16]([C:17](=[O:30])[NH:18][C:19]2[CH:20]=[CH:21][C:22]([C:25]3[N:26]=[N:27][NH:28][N:29]=3)=[CH:23][CH:24]=2)[CH2:15][C:12]2[CH:11]=[CH:10][C:9]([C:6]3[CH:7]=[CH:8][C:3]([CH3:2])=[C:4]([NH:49][C:50]([CH:52]4[CH2:53][CH2:54][O:55][CH2:56][CH2:57]4)=[O:51])[CH:5]=3)=[CH:14][CH:13]=2)=[O:33])[CH2:39][CH2:38]1. The catalyst class is: 12. (3) Reactant: [NH2:1][C:2]1[CH:26]=[CH:25][CH:24]=[CH:23][C:3]=1[C:4]([NH:6][C:7]1[CH:15]=[C:14]2[C:10]([CH:11]=[N:12][N:13]2C(OC(C)(C)C)=O)=[CH:9][CH:8]=1)=[O:5].[C:27]([C:31]1[CH:32]=[C:33]2[C:38](=O)[O:37][C:35](=[O:36])[C:34]2=[CH:40][CH:41]=1)([CH3:30])([CH3:29])[CH3:28]. Product: [NH:13]1[C:14]2[C:10](=[CH:9][CH:8]=[C:7]([NH:6][C:4](=[O:5])[C:3]3[CH:23]=[CH:24][CH:25]=[CH:26][C:2]=3[N:1]3[C:38](=[O:37])[C:33]4[C:34](=[CH:40][CH:41]=[C:31]([C:27]([CH3:29])([CH3:28])[CH3:30])[CH:32]=4)[C:35]3=[O:36])[CH:15]=2)[CH:11]=[N:12]1. The catalyst class is: 165. (4) Reactant: [CH3:1][NH:2][C@H:3]1[CH2:8][CH2:7][C@H:6]([OH:9])[CH2:5][CH2:4]1.N1C=CN=C1.[Si:15](Cl)([C:18]([CH3:21])([CH3:20])[CH3:19])([CH3:17])[CH3:16]. Product: [Si:15]([O:9][C@H:6]1[CH2:7][CH2:8][C@H:3]([NH:2][CH3:1])[CH2:4][CH2:5]1)([C:18]([CH3:21])([CH3:20])[CH3:19])([CH3:17])[CH3:16]. The catalyst class is: 4. (5) Reactant: [CH3:1][O:2][C:3](=[O:25])[C@@H:4]([N:9]1[CH2:13][C:12]([O:14][C:15]2[CH:20]=[CH:19][CH:18]=[C:17]([O:21]C)[C:16]=2[F:23])=[CH:11][C:10]1=[O:24])[CH2:5][CH:6]([CH3:8])[CH3:7].B(Br)(Br)Br.Cl. Product: [CH3:1][O:2][C:3](=[O:25])[C@@H:4]([N:9]1[CH2:13][C:12]([O:14][C:15]2[CH:20]=[CH:19][CH:18]=[C:17]([OH:21])[C:16]=2[F:23])=[CH:11][C:10]1=[O:24])[CH2:5][CH:6]([CH3:8])[CH3:7]. The catalyst class is: 4. (6) Reactant: [OH:1][C:2]1[CH:11]=[C:10]2[C:5]([C:6]([O:12][C:13]3[C:14]([C:23](=[O:25])[CH3:24])=[N:15][C:16]4[C:21]([CH:22]=3)=[CH:20][CH:19]=[CH:18][CH:17]=4)=[CH:7][CH:8]=[N:9]2)=[CH:4][C:3]=1[O:26][CH3:27].C(=O)([O-])[O-].[K+].[K+].Br[CH2:35][CH2:36][Cl:37].O. Product: [Cl:37][CH2:36][CH2:35][O:1][C:2]1[CH:11]=[C:10]2[C:5]([C:6]([O:12][C:13]3[C:14]([C:23](=[O:25])[CH3:24])=[N:15][C:16]4[C:21]([CH:22]=3)=[CH:20][CH:19]=[CH:18][CH:17]=4)=[CH:7][CH:8]=[N:9]2)=[CH:4][C:3]=1[O:26][CH3:27]. The catalyst class is: 9. (7) Reactant: [Br:1][C:2]1[C:3]([N:17]([CH3:22])[S:18]([CH3:21])(=[O:20])=[O:19])=[CH:4][C:5]2[O:9][C:8]([CH:10]=O)=[C:7]([C:12]([NH:14][CH3:15])=[O:13])[C:6]=2[CH:16]=1.Cl.[NH2:24][OH:25].N1C=CC=CC=1. Product: [Br:1][C:2]1[C:3]([N:17]([CH3:22])[S:18]([CH3:21])(=[O:20])=[O:19])=[CH:4][C:5]2[O:9][C:8]([CH:10]=[N:24][OH:25])=[C:7]([C:12]([NH:14][CH3:15])=[O:13])[C:6]=2[CH:16]=1. The catalyst class is: 58.